Dataset: Full USPTO retrosynthesis dataset with 1.9M reactions from patents (1976-2016). Task: Predict the reactants needed to synthesize the given product. (1) Given the product [Cl:9][C:10]1[C:11]([F:19])=[C:12]([C:2]2[N:7]=[CH:6][N:5]=[C:4]([OH:8])[CH:3]=2)[CH:13]=[CH:14][CH:15]=1, predict the reactants needed to synthesize it. The reactants are: Cl[C:2]1[N:7]=[CH:6][N:5]=[C:4]([OH:8])[CH:3]=1.[Cl:9][C:10]1[C:11]([F:19])=[C:12](B(O)O)[CH:13]=[CH:14][CH:15]=1.CCN(C(C)C)C(C)C. (2) Given the product [F:1][CH:2]([F:23])[C:3]1[N:8]2[CH:9]=[N:10][C:11]([C:29]#[C:28][Si:25]([CH3:27])([CH3:26])[CH3:24])=[C:7]2[N:6]=[C:5]([C:13]2[CH:18]=[CH:17][C:16]([C:19]([F:22])([F:21])[F:20])=[CH:15][CH:14]=2)[CH:4]=1, predict the reactants needed to synthesize it. The reactants are: [F:1][CH:2]([F:23])[C:3]1[N:8]2[CH:9]=[N:10][C:11](I)=[C:7]2[N:6]=[C:5]([C:13]2[CH:18]=[CH:17][C:16]([C:19]([F:22])([F:21])[F:20])=[CH:15][CH:14]=2)[CH:4]=1.[CH3:24][Si:25]([C:28]#[CH:29])([CH3:27])[CH3:26].C(N(CC)CC)C. (3) Given the product [NH2:35][C@@H:32]([CH2:33][OH:34])[C:31]([NH:30][C@@H:25]([CH2:24][C:18]1[CH:19]=[CH:20][C:21]([O:22][CH3:23])=[C:16]([O:15][CH2:8][C:9]2[CH:10]=[CH:11][CH:12]=[CH:13][CH:14]=2)[CH:17]=1)[C:26]([O:28][CH3:29])=[O:27])=[O:43].[C:1]([OH:7])([C:3]([F:6])([F:5])[F:4])=[O:2], predict the reactants needed to synthesize it. The reactants are: [C:1]([OH:7])([C:3]([F:6])([F:5])[F:4])=[O:2].[CH2:8]([O:15][C:16]1[CH:17]=[C:18]([CH2:24][C@H:25]([NH:30][C:31](=[O:43])[C@@H:32]([NH:35]C(OC(C)(C)C)=O)[CH2:33][OH:34])[C:26]([O:28][CH3:29])=[O:27])[CH:19]=[CH:20][C:21]=1[O:22][CH3:23])[C:9]1[CH:14]=[CH:13][CH:12]=[CH:11][CH:10]=1.